This data is from Catalyst prediction with 721,799 reactions and 888 catalyst types from USPTO. The task is: Predict which catalyst facilitates the given reaction. (1) Reactant: [F:1][C:2]1[CH:3]=[C:4]2[C:23](=[O:24])[NH:22][CH2:21][CH2:20][C:6]3=[C:7]([C:11]4[CH:16]=[CH:15][C:14]([CH2:17][NH:18][CH3:19])=[CH:13][CH:12]=4)[NH:8][C:9]([CH:10]=1)=[C:5]23.[CH3:25][S:26]([OH:29])(=[O:28])=[O:27]. Product: [S:26]([OH:29])(=[O:28])(=[O:27])[CH3:25].[F:1][C:2]1[CH:3]=[C:4]2[C:23](=[O:24])[NH:22][CH2:21][CH2:20][C:6]3=[C:7]([C:11]4[CH:12]=[CH:13][C:14]([CH2:17][NH:18][CH3:19])=[CH:15][CH:16]=4)[NH:8][C:9]([CH:10]=1)=[C:5]23. The catalyst class is: 5. (2) Reactant: Br[C:2]1[C:7]([O:8][CH3:9])=[CH:6][CH:5]=[C:4]([N+:10]([O-])=O)[N:3]=1.O.NN. Product: [NH2:10][C:4]1[CH:5]=[CH:6][C:7]([O:8][CH3:9])=[CH:2][N:3]=1. The catalyst class is: 50. (3) Reactant: [OH:1][C:2]1[C:3]([O:24]C)=[CH:4][C:5]2[CH2:14][CH2:13][N:12]3[CH:7]([CH2:8][C:9]4[C:18]([Cl:19])=[CH:17][C:16]([O:20]C)=[C:15]([OH:22])[C:10]=4[CH2:11]3)[C:6]=2[CH:23]=1.B(Br)(Br)Br.O. Product: [OH:1][C:2]1[C:3]([OH:24])=[CH:4][C:5]2[CH2:14][CH2:13][N:12]3[CH:7]([CH2:8][C:9]4[C:18]([Cl:19])=[CH:17][C:16]([OH:20])=[C:15]([OH:22])[C:10]=4[CH2:11]3)[C:6]=2[CH:23]=1. The catalyst class is: 2. (4) Reactant: O1[C:5]2([CH2:10][CH2:9][CH:8]([N:11]3[C:15]4[CH:16]=[CH:17][CH:18]=[CH:19][C:14]=4[NH:13][C:12]3=[O:20])[CH2:7][CH2:6]2)[O:4]CC1.CC(C)=O.CC1C=CC(S([O-])(=O)=O)=CC=1.C1C=C[NH+]=CC=1. Product: [O:4]=[C:5]1[CH2:10][CH2:9][CH:8]([N:11]2[C:15]3[CH:16]=[CH:17][CH:18]=[CH:19][C:14]=3[NH:13][C:12]2=[O:20])[CH2:7][CH2:6]1. The catalyst class is: 6. (5) Reactant: [F:1][C:2]1[CH:3]=[C:4]2[C:9](=[C:10]([F:12])[CH:11]=1)[N:8]=[C:7](O)[CH:6]=[CH:5]2.CN(C=O)C.C(Cl)(=O)C([Cl:22])=O.C(Cl)Cl. Product: [Cl:22][C:7]1[CH:6]=[CH:5][C:4]2[C:9](=[C:10]([F:12])[CH:11]=[C:2]([F:1])[CH:3]=2)[N:8]=1. The catalyst class is: 26. (6) Reactant: COC[O:4][C:5]1[C:9](/[CH:10]=[CH:11]/[C:12]2[N:13]=[C:14]([N:18]3[CH2:23][CH2:22][N:21]([C:24]([O:26][C:27]([CH3:30])([CH3:29])[CH3:28])=[O:25])[CH2:20][CH2:19]3)[S:15][C:16]=2[CH3:17])=[CH:8][N:7]([C:31]2[CH:36]=[CH:35][CH:34]=[CH:33][CH:32]=2)[N:6]=1.Cl. Product: [OH:4][C:5]1[C:9](/[CH:10]=[CH:11]/[C:12]2[N:13]=[C:14]([N:18]3[CH2:23][CH2:22][N:21]([C:24]([O:26][C:27]([CH3:30])([CH3:29])[CH3:28])=[O:25])[CH2:20][CH2:19]3)[S:15][C:16]=2[CH3:17])=[CH:8][N:7]([C:31]2[CH:32]=[CH:33][CH:34]=[CH:35][CH:36]=2)[N:6]=1. The catalyst class is: 5. (7) Reactant: [CH:1]1([CH2:6][CH:7]([C:11]2[CH:16]=[CH:15][C:14]([S:17]([CH3:20])(=[O:19])=[O:18])=[CH:13][CH:12]=2)[C:8]([OH:10])=O)[CH2:5][CH2:4][CH2:3][CH2:2]1.F[P-](F)(F)(F)(F)F.N1(O[P+](N(C)C)(N(C)C)N(C)C)C2C=CC=CC=2N=N1.C(N(CC)CC)C.[NH2:55][C:56]1[S:57][C:58]2[CH:64]=[CH:63][CH:62]=[CH:61][C:59]=2[N:60]=1. Product: [S:57]1[C:58]2[CH:64]=[CH:63][CH:62]=[CH:61][C:59]=2[N:60]=[C:56]1[NH:55][C:8](=[O:10])[CH:7]([C:11]1[CH:16]=[CH:15][C:14]([S:17]([CH3:20])(=[O:19])=[O:18])=[CH:13][CH:12]=1)[CH2:6][CH:1]1[CH2:2][CH2:3][CH2:4][CH2:5]1. The catalyst class is: 2. (8) Reactant: [NH2:1][CH:2]([C:7]1[CH:8]=[C:9]([CH:23]=[C:24]([Cl:26])[CH:25]=1)[CH2:10][O:11][C:12]1[CH:17]=[CH:16][CH:15]=[CH:14][C:13]=1[CH2:18][C:19]([O:21][CH3:22])=[O:20])[C:3]([F:6])([F:5])[F:4].[C:27](Cl)(=[O:34])[C:28]1[CH:33]=[CH:32][CH:31]=[CH:30][CH:29]=1. Product: [C:27]([NH:1][CH:2]([C:7]1[CH:8]=[C:9]([CH:23]=[C:24]([Cl:26])[CH:25]=1)[CH2:10][O:11][C:12]1[CH:17]=[CH:16][CH:15]=[CH:14][C:13]=1[CH2:18][C:19]([O:21][CH3:22])=[O:20])[C:3]([F:4])([F:6])[F:5])(=[O:34])[C:28]1[CH:33]=[CH:32][CH:31]=[CH:30][CH:29]=1. The catalyst class is: 2. (9) Reactant: C1C=CC(P(C2C=CC=CC=2)C2C=CC=CC=2)=CC=1.[C:20]([Cl:24])(Cl)(Cl)Cl.[CH3:25][O:26][C@H:27]1[C@H:32]([OH:33])[C@@H:31]([OH:34])[C@H:30]([N:35]2[C:44]3[C:45]4[NH:53][C:52]5[C:51](Cl)=[CH:50][CH:49]=[CH:48][C:47]=5[C:46]=4[C:55]4[C:60](=[O:61])[NH:59][C:57](=[O:58])[C:56]=4[C:43]=3[C:37]3[CH:38]=[CH:39][CH:40]=[C:41](Cl)[C:36]2=3)[O:29][C@@H:28]1CO.Cl. Product: [Cl:24][CH2:20][C@H:28]1[O:29][C@@H:30]([N:35]2[C:44]3[C:45]4[NH:53][C:52]5[CH:51]=[CH:50][CH:49]=[CH:48][C:47]=5[C:46]=4[C:55]4[C:60](=[O:61])[NH:59][C:57](=[O:58])[C:56]=4[C:43]=3[C:37]3[C:36]2=[CH:41][CH:40]=[CH:39][CH:38]=3)[C@H:31]([OH:34])[C@@H:32]([OH:33])[C@@H:27]1[O:26][CH3:25]. The catalyst class is: 17.